From a dataset of Full USPTO retrosynthesis dataset with 1.9M reactions from patents (1976-2016). Predict the reactants needed to synthesize the given product. (1) Given the product [F:1][C:2]1[CH:3]=[C:4]([CH:5]=[CH:6][C:7]=1[F:8])[CH2:9][O:10][C:12]1[CH:13]=[C:14]2[N:21]([CH3:22])[C@@H:20]([CH3:23])[CH2:19][N:15]2[C:16](=[O:18])[N:17]=1, predict the reactants needed to synthesize it. The reactants are: [F:1][C:2]1[CH:3]=[C:4]([CH2:9][OH:10])[CH:5]=[CH:6][C:7]=1[F:8].Cl[C:12]1[CH:13]=[C:14]2[N:21]([CH3:22])[C@@H:20]([CH3:23])[CH2:19][N:15]2[C:16](=[O:18])[N:17]=1. (2) Given the product [NH2:11][C@@H:12]([CH2:59][NH:60][C:61]([O:63][C:64]([CH3:67])([CH3:66])[CH3:65])=[O:62])[C:13]([NH:15][C:16]1[CH:17]=[C:18]([CH:52]=[CH:53][C:54]=1[CH2:55][N:56]([CH3:57])[CH3:58])[C:19]([NH:21][C@H:22]([B:39]1[O:47][CH:46]2[C:41]([CH3:51])([CH:42]3[CH2:48][CH:44]([CH2:45]2)[C:43]3([CH3:50])[CH3:49])[O:40]1)[CH2:23][C:24]1[C:25]([O:37][CH3:38])=[C:26]([CH:34]=[CH:35][CH:36]=1)[C:27]([O:29][C:30]([CH3:31])([CH3:32])[CH3:33])=[O:28])=[O:20])=[O:14], predict the reactants needed to synthesize it. The reactants are: C(OC([NH:11][C@@H:12]([CH2:59][NH:60][C:61]([O:63][C:64]([CH3:67])([CH3:66])[CH3:65])=[O:62])[C:13]([NH:15][C:16]1[CH:17]=[C:18]([CH:52]=[CH:53][C:54]=1[CH2:55][N:56]([CH3:58])[CH3:57])[C:19]([NH:21][C@H:22]([B:39]1[O:47][CH:46]2[C:41]([CH3:51])([CH:42]3[CH2:48][CH:44]([CH2:45]2)[C:43]3([CH3:50])[CH3:49])[O:40]1)[CH2:23][C:24]1[C:25]([O:37][CH3:38])=[C:26]([CH:34]=[CH:35][CH:36]=1)[C:27]([O:29][C:30]([CH3:33])([CH3:32])[CH3:31])=[O:28])=[O:20])=[O:14])=O)C1C=CC=CC=1.